From a dataset of NCI-60 drug combinations with 297,098 pairs across 59 cell lines. Regression. Given two drug SMILES strings and cell line genomic features, predict the synergy score measuring deviation from expected non-interaction effect. Drug 1: C1C(C(OC1N2C=NC3=C(N=C(N=C32)Cl)N)CO)O. Drug 2: C1CN1C2=NC(=NC(=N2)N3CC3)N4CC4. Cell line: RXF 393. Synergy scores: CSS=17.7, Synergy_ZIP=-4.15, Synergy_Bliss=-0.813, Synergy_Loewe=-4.42, Synergy_HSA=0.319.